From a dataset of NCI-60 drug combinations with 297,098 pairs across 59 cell lines. Regression. Given two drug SMILES strings and cell line genomic features, predict the synergy score measuring deviation from expected non-interaction effect. (1) Drug 1: CN1CCC(CC1)COC2=C(C=C3C(=C2)N=CN=C3NC4=C(C=C(C=C4)Br)F)OC. Drug 2: C1CN1P(=S)(N2CC2)N3CC3. Cell line: A549. Synergy scores: CSS=33.3, Synergy_ZIP=-12.8, Synergy_Bliss=-5.90, Synergy_Loewe=-4.85, Synergy_HSA=-2.94. (2) Drug 1: CN1C2=C(C=C(C=C2)N(CCCl)CCCl)N=C1CCCC(=O)O.Cl. Drug 2: CS(=O)(=O)OCCCCOS(=O)(=O)C. Cell line: SK-MEL-5. Synergy scores: CSS=16.9, Synergy_ZIP=-1.14, Synergy_Bliss=1.61, Synergy_Loewe=-25.2, Synergy_HSA=3.22. (3) Synergy scores: CSS=27.0, Synergy_ZIP=-6.34, Synergy_Bliss=0.394, Synergy_Loewe=1.49, Synergy_HSA=1.21. Drug 2: B(C(CC(C)C)NC(=O)C(CC1=CC=CC=C1)NC(=O)C2=NC=CN=C2)(O)O. Drug 1: C1=CC(=CC=C1CCC2=CNC3=C2C(=O)NC(=N3)N)C(=O)NC(CCC(=O)O)C(=O)O. Cell line: IGROV1. (4) Drug 1: C1=C(C(=O)NC(=O)N1)F. Drug 2: CC(C)(C#N)C1=CC(=CC(=C1)CN2C=NC=N2)C(C)(C)C#N. Cell line: KM12. Synergy scores: CSS=18.1, Synergy_ZIP=-15.3, Synergy_Bliss=-29.5, Synergy_Loewe=-27.8, Synergy_HSA=-27.5. (5) Drug 1: C1CN(P(=O)(OC1)NCCCl)CCCl. Drug 2: CC(C)CN1C=NC2=C1C3=CC=CC=C3N=C2N. Cell line: UACC62. Synergy scores: CSS=1.01, Synergy_ZIP=0.688, Synergy_Bliss=2.12, Synergy_Loewe=1.90, Synergy_HSA=0.604. (6) Drug 1: C1=CC(=CC=C1C#N)C(C2=CC=C(C=C2)C#N)N3C=NC=N3. Drug 2: CNC(=O)C1=NC=CC(=C1)OC2=CC=C(C=C2)NC(=O)NC3=CC(=C(C=C3)Cl)C(F)(F)F. Cell line: MOLT-4. Synergy scores: CSS=-6.22, Synergy_ZIP=3.80, Synergy_Bliss=2.34, Synergy_Loewe=-10.5, Synergy_HSA=-4.69. (7) Drug 2: CC1=C(N=C(N=C1N)C(CC(=O)N)NCC(C(=O)N)N)C(=O)NC(C(C2=CN=CN2)OC3C(C(C(C(O3)CO)O)O)OC4C(C(C(C(O4)CO)O)OC(=O)N)O)C(=O)NC(C)C(C(C)C(=O)NC(C(C)O)C(=O)NCCC5=NC(=CS5)C6=NC(=CS6)C(=O)NCCC[S+](C)C)O. Drug 1: C(=O)(N)NO. Cell line: K-562. Synergy scores: CSS=-0.646, Synergy_ZIP=-1.44, Synergy_Bliss=-4.40, Synergy_Loewe=-28.2, Synergy_HSA=-7.18. (8) Drug 1: C1CC(=O)NC(=O)C1N2C(=O)C3=CC=CC=C3C2=O. Drug 2: C(CCl)NC(=O)N(CCCl)N=O. Cell line: U251. Synergy scores: CSS=-11.1, Synergy_ZIP=-2.52, Synergy_Bliss=-12.3, Synergy_Loewe=-26.7, Synergy_HSA=-25.2.